From a dataset of Cav3 T-type calcium channel HTS with 100,875 compounds. Binary Classification. Given a drug SMILES string, predict its activity (active/inactive) in a high-throughput screening assay against a specified biological target. (1) The compound is O\N=C(\c1cc2c([nH]cc2)cc1)C. The result is 0 (inactive). (2) The molecule is Clc1cn(nc1)Cc1oc(C(=O)NC(=S)Nc2sc3CC(CCc3c2C(OCC)=O)C)cc1. The result is 0 (inactive).